Task: Predict which catalyst facilitates the given reaction.. Dataset: Catalyst prediction with 721,799 reactions and 888 catalyst types from USPTO (1) Reactant: [NH2:1][C@@H:2]1[CH2:11][C@@H:10]2[C@:5]([CH3:14])([CH2:6][CH2:7][CH2:8][C:9]2([CH3:13])[CH3:12])[C@@H:4]([C:15]([C:17]2[CH:18]=[C:19]([OH:24])[CH:20]=[C:21]([OH:23])[CH:22]=2)=[O:16])[C@@H:3]1[CH3:25].[N:26]1[CH:31]=[CH:30][CH:29]=[CH:28][C:27]=1[CH:32]=O.C(O)(=O)C.C(O[BH-](OC(=O)C)OC(=O)C)(=O)C.[Na+]. Product: [CH3:25][C@@H:3]1[C@H:2]([NH:1][CH2:32][C:27]2[CH:28]=[CH:29][CH:30]=[CH:31][N:26]=2)[CH2:11][C@@H:10]2[C@:5]([CH3:14])([CH2:6][CH2:7][CH2:8][C:9]2([CH3:13])[CH3:12])[C@H:4]1[C:15]([C:17]1[CH:22]=[C:21]([OH:23])[CH:20]=[C:19]([OH:24])[CH:18]=1)=[O:16]. The catalyst class is: 554. (2) Reactant: [CH3:1][N:2]([CH2:25][CH2:26][CH2:27][C:28](O)=[O:29])[C:3]([C:5]1[CH:6]=[C:7]2[C:15](=[CH:16][CH:17]=1)[N:14]([CH3:18])[C:13]1[CH2:12][CH2:11][C@@H:10]([CH:19]3[CH2:24][CH2:23][O:22][CH2:21][CH2:20]3)[CH2:9][C:8]2=1)=[O:4].Cl.[O:32]1[CH2:36][CH2:35][C@@H:34]([NH2:37])[CH2:33]1.CN(C(ON1N=NC2C=CC=NC1=2)=[N+](C)C)C.F[P-](F)(F)(F)(F)F.C(N(CC)C(C)C)(C)C. Product: [CH3:1][N:2]([CH2:25][CH2:26][CH2:27][C:28](=[O:29])[NH:37][C@H:34]1[CH2:35][CH2:36][O:32][CH2:33]1)[C:3]([C:5]1[CH:6]=[C:7]2[C:15](=[CH:16][CH:17]=1)[N:14]([CH3:18])[C:13]1[CH2:8][CH2:9][C@@H:10]([CH:19]3[CH2:20][CH2:21][O:22][CH2:23][CH2:24]3)[CH2:11][C:12]2=1)=[O:4]. The catalyst class is: 3. (3) Reactant: [CH2:1]([O:3][C:4]([C:6]1[C:15](=[O:16])[C:14]2[C:9](=[CH:10][CH:11]=[CH:12][CH:13]=2)[NH:8][CH:7]=1)=[O:5])[CH3:2].[H-].[Na+].[Cl:19][C:20]1[CH:21]=[C:22]([CH:25]=[CH:26][CH:27]=1)[CH2:23]Cl. Product: [CH2:1]([O:3][C:4]([C:6]1[C:15](=[O:16])[C:14]2[C:9](=[CH:10][CH:11]=[CH:12][CH:13]=2)[N:8]([CH2:23][C:22]2[CH:25]=[CH:26][CH:27]=[C:20]([Cl:19])[CH:21]=2)[CH:7]=1)=[O:5])[CH3:2]. The catalyst class is: 3.